This data is from Reaction yield outcomes from USPTO patents with 853,638 reactions. The task is: Predict the reaction yield, written as a fraction of the theoretical maximum amount of product (1.0 means a 100% yield; for example, 0.34 means a 34% yield). (1) The reactants are Cl.[Br:2][C:3]1[C:11]([CH3:12])=[CH:10][C:6]([C:7]([OH:9])=[O:8])=[C:5]([NH:13]N)[CH:4]=1.O=[C:16]1[CH2:21][CH2:20][CH2:19][CH:18]([C:22]([O:24][CH2:25][CH3:26])=[O:23])[CH2:17]1.C(O)(=O)C. The catalyst is C1(C)C=CC=CC=1. The product is [Br:2][C:3]1[C:11]([CH3:12])=[CH:10][C:6]([C:7]([OH:9])=[O:8])=[C:5]2[C:4]=1[C:21]1[CH2:20][CH2:19][CH:18]([C:22]([O:24][CH2:25][CH3:26])=[O:23])[CH2:17][C:16]=1[NH:13]2. The yield is 0.550. (2) The reactants are C([O:4][C@@H:5]1[C@@H:43]([CH2:44][O:45][CH2:46][C:47]2[CH:52]=[CH:51][CH:50]=[CH:49][CH:48]=2)[O:42][C@H:8]([O:9][C@H:10]2[C@H:14]([O:15][CH2:16][C:17]3[CH:22]=[CH:21][CH:20]=[CH:19][CH:18]=3)[CH2:13][N:12]([C:23]([O:25][CH2:26][C:27]3[CH:32]=[CH:31][CH:30]=[CH:29][CH:28]=3)=[O:24])[C@@H:11]2[CH2:33][O:34][CH2:35][C:36]2[CH:41]=[CH:40][CH:39]=[CH:38][CH:37]=2)[C@H:7]([O:53][CH2:54][C:55]2[CH:60]=[CH:59][CH:58]=[CH:57][CH:56]=2)[C@H:6]1[O:61][CH2:62][C:63]1[CH:68]=[CH:67][CH:66]=[CH:65][CH:64]=1)(=O)C.C(=O)([O-])[O-].[K+].[K+]. The catalyst is CO.C(OCC)(=O)C. The product is [CH2:54]([O:53][C@@H:7]1[C@@H:6]([O:61][CH2:62][C:63]2[CH:64]=[CH:65][CH:66]=[CH:67][CH:68]=2)[C@H:5]([OH:4])[C@@H:43]([CH2:44][O:45][CH2:46][C:47]2[CH:48]=[CH:49][CH:50]=[CH:51][CH:52]=2)[O:42][C@@H:8]1[O:9][C@H:10]1[C@H:14]([O:15][CH2:16][C:17]2[CH:18]=[CH:19][CH:20]=[CH:21][CH:22]=2)[CH2:13][N:12]([C:23]([O:25][CH2:26][C:27]2[CH:32]=[CH:31][CH:30]=[CH:29][CH:28]=2)=[O:24])[C@@H:11]1[CH2:33][O:34][CH2:35][C:36]1[CH:37]=[CH:38][CH:39]=[CH:40][CH:41]=1)[C:55]1[CH:60]=[CH:59][CH:58]=[CH:57][CH:56]=1. The yield is 0.940. (3) The reactants are C([O:3][C:4]([C:6]1[C:10]([CH3:11])=[C:9]([C:12]2[CH:17]=[CH:16][C:15]([Cl:18])=[CH:14][CH:13]=2)[N:8]([C:19]2[CH:24]=[CH:23][C:22]([Cl:25])=[CH:21][C:20]=2[Cl:26])[N:7]=1)=[O:5])C.[OH-].[K+].Cl. The catalyst is CO. The product is [Cl:18][C:15]1[CH:14]=[CH:13][C:12]([C:9]2[N:8]([C:19]3[CH:24]=[CH:23][C:22]([Cl:25])=[CH:21][C:20]=3[Cl:26])[N:7]=[C:6]([C:4]([OH:5])=[O:3])[C:10]=2[CH3:11])=[CH:17][CH:16]=1. The yield is 0.940. (4) The reactants are [O:1]=[C:2]1[C:7]([CH2:8][C:9]2[CH:14]=[CH:13][C:12]([C:15]3[C:16]([C:21]#[N:22])=[CH:17][CH:18]=[CH:19][CH:20]=3)=[CH:11][CH:10]=2)=[C:6]([CH2:23][CH2:24][CH3:25])[N:5]2[N:26]=[CH:27][N:28]=[C:4]2[N:3]1[CH:29]1[CH2:34][CH2:33][C:32](=O)[CH2:31][CH2:30]1.[NH:36]1[CH2:41][CH2:40][O:39][CH2:38][CH2:37]1.C([BH3-])#N.[Na+].O. The catalyst is C(O)(=O)C. The product is [N:36]1([CH:32]2[CH2:31][CH2:30][CH:29]([N:3]3[C:2](=[O:1])[C:7]([CH2:8][C:9]4[CH:10]=[CH:11][C:12]([C:15]5[C:16]([C:21]#[N:22])=[CH:17][CH:18]=[CH:19][CH:20]=5)=[CH:13][CH:14]=4)=[C:6]([CH2:23][CH2:24][CH3:25])[N:5]4[N:26]=[CH:27][N:28]=[C:4]34)[CH2:34][CH2:33]2)[CH2:41][CH2:40][O:39][CH2:38][CH2:37]1. The yield is 0.350. (5) The reactants are [CH3:1][O:2][C:3]1[CH:8]=[CH:7][C:6]([C:9]2([C:12]([OH:14])=[O:13])[CH2:11][CH2:10]2)=[CH:5][CH:4]=1.O.[C:16]1(C)C=CC(S(O)(=O)=O)=CC=1. The catalyst is CO. The product is [CH3:16][O:13][C:12]([C:9]1([C:6]2[CH:5]=[CH:4][C:3]([O:2][CH3:1])=[CH:8][CH:7]=2)[CH2:10][CH2:11]1)=[O:14]. The yield is 0.990. (6) The reactants are [CH3:1][O:2][C:3](=[O:16])[C:4]1[CH:9]=[CH:8][C:7](I)=[C:6]([O:11][CH2:12][C:13]([CH3:15])=[CH2:14])[CH:5]=1.C(=O)([O-])[O-].[K+].[K+].[C:23]1(B(O)O)[C:32]2[C:27](=[CH:28][CH:29]=[CH:30][CH:31]=2)[CH:26]=[CH:25][CH:24]=1. The catalyst is CN(C=O)C.[Cl-].C([N+](CCCC)(CCCC)CCCC)CCC.C([O-])(=O)C.[Pd+2].C([O-])(=O)C. The product is [CH3:1][O:2][C:3]([C:4]1[CH:9]=[CH:8][C:7]2[C:13]([CH3:15])([CH2:14][C:31]3[C:32]4[C:27](=[CH:26][CH:25]=[CH:24][CH:23]=4)[CH:28]=[CH:29][CH:30]=3)[CH2:12][O:11][C:6]=2[CH:5]=1)=[O:16]. The yield is 0.430.